This data is from Reaction yield outcomes from USPTO patents with 853,638 reactions. The task is: Predict the reaction yield, written as a fraction of the theoretical maximum amount of product (1.0 means a 100% yield; for example, 0.34 means a 34% yield). (1) The catalyst is CN(C)C1C=CN=CC=1.C([O-])(=O)C.[Cu+2].C([O-])(=O)C.C(Cl)(Cl)Cl. The product is [CH2:1]([O:3][C:4]1[CH:5]=[C:6]([F:30])[C:7]([CH2:8][N:9]2[C:17]3[C:12](=[CH:13][CH:14]=[CH:15][CH:16]=3)[C:11]([C:18]3[N:23]=[C:22]([NH:24][C:41]4[CH:40]=[N:39][N:38]([C:36]([O:35][C:31]([CH3:34])([CH3:33])[CH3:32])=[O:37])[CH:42]=4)[C:21]([O:25][CH3:26])=[CH:20][N:19]=3)=[N:10]2)=[C:27]([F:29])[CH:28]=1)[CH3:2]. The yield is 0.510. The reactants are [CH2:1]([O:3][C:4]1[CH:28]=[C:27]([F:29])[C:7]([CH2:8][N:9]2[C:17]3[C:12](=[CH:13][CH:14]=[CH:15][CH:16]=3)[C:11]([C:18]3[N:23]=[C:22]([NH2:24])[C:21]([O:25][CH3:26])=[CH:20][N:19]=3)=[N:10]2)=[C:6]([F:30])[CH:5]=1)[CH3:2].[C:31]([O:35][C:36]([N:38]1[CH:42]=[C:41](B(O)O)[CH:40]=[N:39]1)=[O:37])([CH3:34])([CH3:33])[CH3:32].C(N(CC)CC)C. (2) The reactants are [NH2:1][C:2]1[NH:6][N:5]=[C:4]([CH3:7])[C:3]=1[C:8]1[S:9][C:10]2[CH:16]=[C:15]([S:17](Cl)(=[O:19])=[O:18])[CH:14]=[CH:13][C:11]=2[N:12]=1.[Cl:21][C:22]1[CH:29]=[CH:28][C:25]([CH2:26][NH2:27])=[CH:24][CH:23]=1.CN1CCOCC1. The catalyst is CO. The product is [Cl:21][C:22]1[CH:29]=[CH:28][C:25]([CH2:26][NH:27][S:17]([C:15]2[CH:14]=[CH:13][C:11]3[N:12]=[C:8]([C:3]4[C:4]([CH3:7])=[N:5][NH:6][C:2]=4[NH2:1])[S:9][C:10]=3[CH:16]=2)(=[O:19])=[O:18])=[CH:24][CH:23]=1. The yield is 0.160.